Dataset: Catalyst prediction with 721,799 reactions and 888 catalyst types from USPTO. Task: Predict which catalyst facilitates the given reaction. Reactant: [F:1][C@H:2]1[C@H:6]([NH:7][C:8](=[O:15])[CH2:9][CH2:10][S:11]([CH3:14])(=[O:13])=[O:12])[CH2:5][N:4](C(OCC2C=CC=CC=2)=O)[CH2:3]1. Product: [F:1][C@@H:2]1[CH2:3][NH:4][CH2:5][C@H:6]1[NH:7][C:8](=[O:15])[CH2:9][CH2:10][S:11]([CH3:14])(=[O:12])=[O:13]. The catalyst class is: 29.